This data is from Full USPTO retrosynthesis dataset with 1.9M reactions from patents (1976-2016). The task is: Predict the reactants needed to synthesize the given product. Given the product [CH3:1][O:2][C:3](=[O:21])[C:4]([CH3:19])([CH3:20])[CH2:5][C:6]1[CH:11]=[C:10]([CH3:12])[C:9]([CH:13]=[O:14])=[C:8]([CH3:18])[CH:7]=1, predict the reactants needed to synthesize it. The reactants are: [CH3:1][O:2][C:3](=[O:21])[C:4]([CH3:20])([CH3:19])[CH2:5][C:6]1[CH:11]=[C:10]([CH3:12])[C:9]([CH:13]2OCC[O:14]2)=[C:8]([CH3:18])[CH:7]=1.